This data is from Catalyst prediction with 721,799 reactions and 888 catalyst types from USPTO. The task is: Predict which catalyst facilitates the given reaction. (1) Reactant: [NH2:1][C:2]1[CH:3]=[C:4]([C:8]2([CH2:20][OH:21])[CH:13]3[CH:9]2[CH2:10][N:11]([CH2:14][CH2:15][CH2:16][CH2:17][CH2:18][CH3:19])[CH2:12]3)[CH:5]=[CH:6][CH:7]=1.[CH2:22](N(CC)CC)C.Cl[C:30]([O:32][CH3:33])=[O:31].[C:34](=[O:37])([O-])[OH:35].[Na+]. Product: [C:34](=[O:37])([O:35][CH3:22])[O:21][CH2:20][C:8]1([C:4]2[CH:5]=[CH:6][CH:7]=[C:2]([NH:1][C:30]([O:32][CH3:33])=[O:31])[CH:3]=2)[CH:13]2[CH:9]1[CH2:10][N:11]([CH2:14][CH2:15][CH2:16][CH2:17][CH2:18][CH3:19])[CH2:12]2. The catalyst class is: 7. (2) Reactant: I[C:2]1[CH:7]=[CH:6][C:5]([N:8]2[CH2:12][C@H:11]([CH2:13][NH:14][C:15](=[O:17])[CH3:16])[O:10][C:9]2=[O:18])=[CH:4][C:3]=1[F:19].[CH:20]([Sn](CCCC)(CCCC)CCCC)=[CH2:21]. Product: [CH:20]([C:2]1[CH:7]=[CH:6][C:5]([N:8]2[CH2:12][C@H:11]([CH2:13][NH:14][C:15](=[O:17])[CH3:16])[O:10][C:9]2=[O:18])=[CH:4][C:3]=1[F:19])=[CH2:21]. The catalyst class is: 184. (3) Reactant: [Si]([O:8][CH:9]([C:28]([F:31])([F:30])[F:29])[CH2:10][C:11]([C:14]1[CH:19]=[CH:18][CH:17]=[CH:16][C:15]=1[S:20]([N:23]=[CH:24][N:25]([CH3:27])[CH3:26])(=[O:22])=[O:21])([CH3:13])[CH3:12])(C(C)(C)C)(C)C.CCCC[N+](CCCC)(CCCC)CCCC.[F-]. Product: [CH3:27][N:25]([CH3:26])[CH:24]=[N:23][S:20]([C:15]1[CH:16]=[CH:17][CH:18]=[CH:19][C:14]=1[C:11]([CH3:12])([CH3:13])[CH2:10][CH:9]([OH:8])[C:28]([F:29])([F:30])[F:31])(=[O:22])=[O:21]. The catalyst class is: 1. (4) Reactant: [F:1][C:2]1[C:3]([Sn](C)(C)C)=[C:4]2[C:8](=[CH:9][CH:10]=1)[NH:7][CH:6]=[CH:5]2.C(OC([N:22]1[CH2:27][CH2:26][N:25]([CH2:28][C:29]2[S:37][C:36]3[C:35]([N:38]4[CH2:43][CH2:42][O:41][CH2:40][CH2:39]4)=[N:34][C:33](SC)=[N:32][C:31]=3[CH:30]=2)[CH2:24][CH2:23]1)=O)(C)(C)C. Product: [F:1][C:2]1[C:3]([C:33]2[N:34]=[C:35]([N:38]3[CH2:39][CH2:40][O:41][CH2:42][CH2:43]3)[C:36]3[S:37][C:29]([CH2:28][N:25]4[CH2:26][CH2:27][NH:22][CH2:23][CH2:24]4)=[CH:30][C:31]=3[N:32]=2)=[C:4]2[C:8](=[CH:9][CH:10]=1)[NH:7][CH:6]=[CH:5]2. The catalyst class is: 176. (5) Reactant: C(O[O:5][C:6]1[CH:11]=[CH:10][C:9]([Br:12])=[C:8](CC)[C:7]=1[CH:15]=[O:16])(=O)C.[Li+].[OH-:18].[CH2:19]1[CH2:23][O:22]CC1. Product: [Br:12][C:9]1[CH:10]=[CH:11][C:6]([O:5][CH2:19][C:23]([OH:18])=[O:22])=[C:7]([CH:15]=[O:16])[CH:8]=1. The catalyst class is: 6.